This data is from Full USPTO retrosynthesis dataset with 1.9M reactions from patents (1976-2016). The task is: Predict the reactants needed to synthesize the given product. (1) Given the product [Cl:1][CH2:2][C@@H:3]([OH:10])[CH2:4][C:5]([O:7][CH2:8][CH3:9])=[O:6], predict the reactants needed to synthesize it. The reactants are: [Cl:1][CH2:2][C:3](=[O:10])[CH2:4][C:5]([O:7][CH2:8][CH3:9])=[O:6].[H][H]. (2) The reactants are: [C:1]([O:4][CH2:5][CH2:6][N:7]([CH3:24])[C:8](=[O:23])[C@H:9]([O:11][C:12]1[CH:21]=[CH:20][CH:19]=[C:18]2[C:13]=1[C:14](=O)[NH:15][CH:16]=[N:17]2)[CH3:10])(=[O:3])[CH3:2].C1(P(C2C=CC=CC=2)C2C=CC=CC=2)C=CC=CC=1.C(Cl)(Cl)(Cl)Cl.[CH3:49][C:50]1[CH:51]=[C:52]([CH:54]=[CH:55][C:56]=1[O:57][CH2:58][CH:59]1[CH2:64][CH2:63][CH2:62][CH2:61][O:60]1)[NH2:53]. Given the product [C:1]([O:4][CH2:5][CH2:6][N:7]([CH3:24])[C:8](=[O:23])[C@H:9]([O:11][C:12]1[CH:21]=[CH:20][CH:19]=[C:18]2[C:13]=1[C:14]([NH:53][C:52]1[CH:54]=[CH:55][C:56]([O:57][CH2:58][CH:59]3[CH2:64][CH2:63][CH2:62][CH2:61][O:60]3)=[C:50]([CH3:49])[CH:51]=1)=[N:15][CH:16]=[N:17]2)[CH3:10])(=[O:3])[CH3:2], predict the reactants needed to synthesize it. (3) Given the product [Cl:22][C:23]1[CH:24]=[CH:25][C:26]([C@H:29]2[C@@:31]3([C:39]4[C:34](=[CH:35][CH:36]=[CH:37][CH:38]=4)[N:33]([CH2:19][C:15]4[CH:14]=[C:13]([CH:18]=[CH:17][CH:16]=4)[C:12]([NH:9][C:6]4[CH:5]=[C:4]([CH:1]5[CH2:3][CH2:2]5)[NH:8][N:7]=4)=[O:21])[C:32]3=[O:40])[CH2:30]2)=[CH:27][CH:28]=1, predict the reactants needed to synthesize it. The reactants are: [CH:1]1([C:4]2[NH:8][N:7]=[C:6]([NH2:9])[CH:5]=2)[CH2:3][CH2:2]1.CO[C:12](=[O:21])[C:13]1[CH:18]=[CH:17][CH:16]=[C:15]([CH2:19]Br)[CH:14]=1.[Cl:22][C:23]1[CH:28]=[CH:27][C:26]([C@@H:29]2[C@:31]3([C:39]4[C:34](=[CH:35][CH:36]=[CH:37][CH:38]=4)[NH:33][C:32]3=[O:40])[CH2:30]2)=[CH:25][CH:24]=1. (4) Given the product [C:25]([O:29][C:30]([N:32]([CH2:41][C:42]([O:44][C:45]([CH3:48])([CH3:46])[CH3:47])=[O:43])[C:33]1[CH:38]=[CH:37][CH:36]=[C:35]([CH:12]([CH2:11][C:23]2[CH:4]=[CH:3][C:2]([C:60]([CH3:61])([CH3:62])[CH2:59][CH2:58][CH2:75][CH3:76])=[CH:8][CH:24]=2)[NH:13][S:14]([C:17]2[CH:18]=[CH:19][N:20]=[CH:21][CH:22]=2)(=[O:15])=[O:16])[N:34]=1)=[O:31])([CH3:28])([CH3:26])[CH3:27], predict the reactants needed to synthesize it. The reactants are: C[C:2]([C:8]1[CH:24]=[CH:23][C:11]([CH2:12][NH:13][S:14]([C:17]2[CH:22]=[CH:21][N:20]=[CH:19][CH:18]=2)(=[O:16])=[O:15])=CC=1)(C)[CH2:3][CH2:4]CC.[C:25]([O:29][C:30]([N:32]([CH2:41][C:42]([O:44][C:45]([CH3:48])([CH3:47])[CH3:46])=[O:43])[C:33]1[CH:38]=[CH:37][CH:36]=[C:35](CO)[N:34]=1)=[O:31])([CH3:28])([CH3:27])[CH3:26].[CH2:58](P([CH2:58][CH2:59][CH2:60][CH3:61])[CH2:58][CH2:59][CH2:60][CH3:61])[CH2:59][CH2:60][CH3:61].[CH3:62]N(C)C(N=NC(N(C)C)=O)=O.O1CC[CH2:76][CH2:75]1. (5) Given the product [S:45]([OH:49])([OH:48])(=[O:47])=[O:46].[NH2:30][CH:26]([CH:27]([CH3:29])[CH3:28])[C:25]([O:24][CH2:23][C@@H:14]1[C@@H:13]([OH:39])[C@@H:12]([OH:41])[C@H:11]([C:8]2[C:4]3[N:5]=[CH:6][N:7]=[C:2]([NH2:1])[C:3]=3[NH:10][CH:9]=2)[NH:15]1)=[O:38], predict the reactants needed to synthesize it. The reactants are: [NH2:1][C:2]1[C:3]2[NH:10][CH:9]=[C:8]([C@@H:11]3[N:15](C(OC(C)(C)C)=O)[C@H:14]([CH2:23][O:24][C:25](=[O:38])[CH:26]([NH:30]C(OC(C)(C)C)=O)[CH:27]([CH3:29])[CH3:28])[C@H:13]4[O:39]C(C)(C)[O:41][C@@H:12]34)[C:4]=2[N:5]=[CH:6][N:7]=1.O.[S:45](=[O:49])(=[O:48])([OH:47])[OH:46].C(O)C.